From a dataset of Full USPTO retrosynthesis dataset with 1.9M reactions from patents (1976-2016). Predict the reactants needed to synthesize the given product. The reactants are: C[Si](I)(C)C.C[O:7][CH2:8][C@H:9]([CH3:37])[O:10][C:11]1[CH:12]=[C:13]([CH:23]=[C:24]([O:26][C:27]2[CH:32]=[CH:31][C:30]([S:33]([CH3:36])(=[O:35])=[O:34])=[CH:29][CH:28]=2)[CH:25]=1)[C:14]([NH:16][C:17]1[CH:21]=[CH:20][N:19]([CH3:22])[N:18]=1)=[O:15].O. Given the product [OH:7][CH2:8][C@H:9]([CH3:37])[O:10][C:11]1[CH:12]=[C:13]([CH:23]=[C:24]([O:26][C:27]2[CH:32]=[CH:31][C:30]([S:33]([CH3:36])(=[O:34])=[O:35])=[CH:29][CH:28]=2)[CH:25]=1)[C:14]([NH:16][C:17]1[CH:21]=[CH:20][N:19]([CH3:22])[N:18]=1)=[O:15], predict the reactants needed to synthesize it.